From a dataset of Reaction yield outcomes from USPTO patents with 853,638 reactions. Predict the reaction yield, written as a fraction of the theoretical maximum amount of product (1.0 means a 100% yield; for example, 0.34 means a 34% yield). (1) The reactants are [CH3:1][S:2]([C:5]1[CH:12]=[CH:11][C:8]([C:9]#[N:10])=[CH:7][CH:6]=1)(=[O:4])=[O:3].[CH:13]([C:16]1[CH:22]=[CH:21][C:19]([NH2:20])=[CH:18][CH:17]=1)([CH3:15])[CH3:14]. No catalyst specified. The product is [CH:13]([C:16]1[CH:22]=[CH:21][C:19]([NH:20][C:9]([C:8]2[CH:7]=[CH:6][C:5]([S:2]([CH3:1])(=[O:4])=[O:3])=[CH:12][CH:11]=2)=[NH:10])=[CH:18][CH:17]=1)([CH3:15])[CH3:14]. The yield is 0.600. (2) The reactants are Br[Zn][CH2:3][C:4]([O:6][CH2:7][CH3:8])=[O:5].[CH3:9][C:10]1[C:11](=[O:20])[C:12]([CH3:19])=[C:13]([CH3:18])[C:14](=[O:17])[C:15]=1[CH3:16].Cl.C(OCC)(=O)C. The catalyst is C1COCC1. The product is [OH:20][C:11]1([CH2:3][C:4]([O:6][CH2:7][CH3:8])=[O:5])[C:10]([CH3:9])=[C:15]([CH3:16])[C:14](=[O:17])[C:13]([CH3:18])=[C:12]1[CH3:19]. The yield is 0.940. (3) The reactants are [F:1][C:2]1[CH:3]=[C:4]([N+:9]([O-:11])=[O:10])[CH:5]=[CH:6][C:7]=1F.[CH3:12][N:13]1[CH2:18][CH2:17][NH:16][CH2:15][CH2:14]1. The catalyst is C(#N)C. The product is [F:1][C:2]1[CH:3]=[C:4]([N+:9]([O-:11])=[O:10])[CH:5]=[CH:6][C:7]=1[N:16]1[CH2:17][CH2:18][N:13]([CH3:12])[CH2:14][CH2:15]1. The yield is 0.970.